Dataset: Full USPTO retrosynthesis dataset with 1.9M reactions from patents (1976-2016). Task: Predict the reactants needed to synthesize the given product. (1) Given the product [C:3]([C:7]1[CH:12]=[C:11]([CH3:13])[CH:10]=[CH:9][C:8]=1[N:14]1[CH2:15][CH2:16][N:17]([C:25](=[O:26])[CH2:24][C:23]([O:22][CH2:20][CH3:21])=[O:28])[CH2:18][CH2:19]1)([CH3:6])([CH3:4])[CH3:5], predict the reactants needed to synthesize it. The reactants are: Cl.Cl.[C:3]([C:7]1[CH:12]=[C:11]([CH3:13])[CH:10]=[CH:9][C:8]=1[N:14]1[CH2:19][CH2:18][NH:17][CH2:16][CH2:15]1)([CH3:6])([CH3:5])[CH3:4].[CH2:20]([O:22][C:23](=[O:28])[CH2:24][C:25](O)=[O:26])[CH3:21].CCN=C=NCCCN(C)C.C1C=CC2N(O)N=NC=2C=1.C(N(CC)CC)C.C(=O)([O-])O.[Na+]. (2) Given the product [F:1][C:2]1[C:10]([F:11])=[CH:9][CH:8]=[C:7]2[C:3]=1[C:4]([S:15]([C:18]1[CH:19]=[C:20]([CH3:25])[CH:21]=[C:22]([CH3:24])[CH:23]=1)(=[O:17])=[O:16])=[CH:5][NH:6]2.[C:29]([C@@:28]([C:31]([NH2:33])=[O:32])([CH2:12][OH:13])[NH2:27])([OH:44])=[O:30], predict the reactants needed to synthesize it. The reactants are: [F:1][C:2]1[C:10]([F:11])=[CH:9][CH:8]=[C:7]2[C:3]=1[C:4]([S:15]([C:18]1[CH:23]=[C:22]([CH3:24])[CH:21]=[C:20]([CH3:25])[CH:19]=1)(=[O:17])=[O:16])=[C:5]([C:12](O)=[O:13])[NH:6]2.Cl.[NH2:27][C@H:28]([C:31]([NH2:33])=[O:32])[CH2:29][OH:30].C(N(CC)CC)C.CN(C)C=[O:44]. (3) The reactants are: [N+:1]([C:4]1[C:5](C#N)=[N:6][CH:7]=[C:8]([C:10]([F:13])([F:12])[F:11])[CH:9]=1)([O-])=O.C[CH2:17][O:18][C:19]([CH3:21])=[O:20]. Given the product [CH3:5][CH2:4][CH2:9][CH:8]([CH3:10])[CH3:7].[CH3:17][O:18][C:19]([C:21]1[C:4]([NH2:1])=[CH:9][C:8]([C:10]([F:13])([F:12])[F:11])=[CH:7][N:6]=1)=[O:20], predict the reactants needed to synthesize it. (4) Given the product [CH3:1][CH:2]([CH2:8][C:9]1[CH:14]=[CH:13][CH:12]=[CH:11][N:10]=1)[C:3]([O:5][CH2:6][CH3:7])=[O:4], predict the reactants needed to synthesize it. The reactants are: [CH3:1][C:2](=[CH:8][C:9]1[CH:14]=[CH:13][CH:12]=[CH:11][N:10]=1)[C:3]([O:5][CH2:6][CH3:7])=[O:4].C([O-])=O.[NH4+]. (5) The reactants are: [Cl:1][C:2]1[CH:3]=[C:4]([OH:10])[CH:5]=[CH:6][C:7]=1[CH2:8][OH:9].[C:11]([C:13]1[CH:14]=[C:15]([S:20]([N:23](CC2C=CC(OC)=CC=2OC)[C:24]2[CH:29]=[CH:28][C:27]([F:30])=[CH:26][N:25]=2)(=[O:22])=[O:21])[CH:16]=[CH:17][C:18]=1F)#[N:12].C(=O)([O-])[O-].[K+].[K+].C(O)(C(F)(F)F)=O. Given the product [Cl:1][C:2]1[CH:3]=[C:4]([CH:5]=[CH:6][C:7]=1[CH2:8][OH:9])[O:10][C:18]1[CH:17]=[CH:16][C:15]([S:20]([NH:23][C:24]2[CH:29]=[CH:28][C:27]([F:30])=[CH:26][N:25]=2)(=[O:21])=[O:22])=[CH:14][C:13]=1[C:11]#[N:12], predict the reactants needed to synthesize it.